This data is from Reaction yield outcomes from USPTO patents with 853,638 reactions. The task is: Predict the reaction yield, written as a fraction of the theoretical maximum amount of product (1.0 means a 100% yield; for example, 0.34 means a 34% yield). (1) The reactants are [CH3:1][O:2][C:3](=[O:30])[CH:4]=[CH:5][CH:6]1[O:10][N:9]=[C:8]([C:11]2[CH:16]=[CH:15][C:14]([O:17][CH2:18][C:19]3[C:28]4[C:23](=[CH:24][CH:25]=[CH:26][CH:27]=4)[N:22]=[C:21]([CH3:29])[CH:20]=3)=[CH:13][CH:12]=2)[CH2:7]1.[C:31]([OH:34])(=[S:33])[CH3:32].C(N(CC)CC)C. No catalyst specified. The product is [CH3:1][O:2][C:3](=[O:30])[CH2:4][CH:5]([S:33][C:31](=[O:34])[CH3:32])[CH:6]1[O:10][N:9]=[C:8]([C:11]2[CH:16]=[CH:15][C:14]([O:17][CH2:18][C:19]3[C:28]4[C:23](=[CH:24][CH:25]=[CH:26][CH:27]=4)[N:22]=[C:21]([CH3:29])[CH:20]=3)=[CH:13][CH:12]=2)[CH2:7]1. The yield is 0.630. (2) The reactants are [F:1][C:2]1[CH:10]=[C:9]([O:11][C:12]([F:15])([F:14])[F:13])[CH:8]=[CH:7][C:3]=1C(O)=O.C1C=CC(P(N=[N+]=[N-])(C2C=CC=CC=2)=[O:23])=CC=1.CC[N:35]([CH2:38]C)CC.[CH3:40][C:41]([OH:44])([CH3:43])[CH3:42]. No catalyst specified. The product is [F:1][C:2]1[CH:10]=[C:9]([O:11][C:12]([F:13])([F:14])[F:15])[CH:8]=[CH:7][C:3]=1[NH:35][C:38](=[O:23])[O:44][C:41]([CH3:43])([CH3:42])[CH3:40]. The yield is 0.500. (3) The reactants are [Cl:1][C:2]1[CH:7]=[CH:6][CH:5]=[C:4]([Cl:8])[C:3]=1[OH:9].N1C=CC=CC=1.Cl[Si:17]([CH2:22][CH3:23])([CH2:20][CH3:21])[CH2:18][CH3:19].C(=O)([O-])O.[Na+]. The catalyst is O1CCCC1. The yield is 0.540. The product is [Cl:1][C:2]1[CH:7]=[CH:6][CH:5]=[C:4]([Cl:8])[C:3]=1[O:9][Si:17]([CH2:22][CH3:23])([CH2:20][CH3:21])[CH2:18][CH3:19]. (4) The reactants are C1(N=C=NC2CCCCC2)CCCCC1.OC1C2N=NNC=2C=CC=1.C(N(CC)CC)C.[CH2:33]([O:53][CH:54]([CH2:58][CH3:59])[C:55]([OH:57])=O)[CH2:34][CH2:35][CH2:36]/[CH:37]=[CH:38]\[CH2:39]/[CH:40]=[CH:41]\[CH2:42]/[CH:43]=[CH:44]\[CH2:45]/[CH:46]=[CH:47]\[CH2:48]/[CH:49]=[CH:50]\[CH2:51][CH3:52].Cl.[CH2:61]([O:63][C:64](=[O:71])[C@H:65]([CH2:67][CH:68]([CH3:70])[CH3:69])[NH2:66])[CH3:62]. The catalyst is O1CCCC1. The product is [CH2:33]([O:53][CH:54]([CH2:58][CH3:59])[C:55]([NH:66][C@@H:65]([CH2:67][CH:68]([CH3:69])[CH3:70])[C:64]([O:63][CH2:61][CH3:62])=[O:71])=[O:57])[CH2:34][CH2:35][CH2:36]/[CH:37]=[CH:38]\[CH2:39]/[CH:40]=[CH:41]\[CH2:42]/[CH:43]=[CH:44]\[CH2:45]/[CH:46]=[CH:47]\[CH2:48]/[CH:49]=[CH:50]\[CH2:51][CH3:52]. The yield is 0.800. (5) The reactants are Cl[C:2]1[N:11]=[C:10]([C:12]2[CH:13]=[C:14]([NH2:18])[CH:15]=[CH:16][CH:17]=2)[C:9]2[C:4](=[CH:5][C:6]([O:21][CH3:22])=[C:7]([O:19][CH3:20])[CH:8]=2)[N:3]=1.O1CCCC1.C(O)(C)C.[CH3:32][NH2:33]. The catalyst is CO. The product is [NH2:18][C:14]1[CH:13]=[C:12]([C:10]2[C:9]3[C:4](=[CH:5][C:6]([O:21][CH3:22])=[C:7]([O:19][CH3:20])[CH:8]=3)[N:3]=[C:2]([CH2:32][NH2:33])[N:11]=2)[CH:17]=[CH:16][CH:15]=1. The yield is 0.387. (6) The reactants are Br[C:2]1[CH:7]=[CH:6][C:5]([CH:8]2[CH2:12][CH2:11][CH2:10][N:9]2[CH3:13])=[CH:4][CH:3]=1.[Li]CCCC.CN([CH:22]=[O:23])C. The catalyst is C1COCC1. The product is [CH3:13][N:9]1[CH2:10][CH2:11][CH2:12][CH:8]1[C:5]1[CH:6]=[CH:7][C:2]([CH:22]=[O:23])=[CH:3][CH:4]=1. The yield is 0.740.